From a dataset of Forward reaction prediction with 1.9M reactions from USPTO patents (1976-2016). Predict the product of the given reaction. (1) Given the reactants [CH3:1][O:2][CH2:3][CH2:4][N:5]1[CH2:11][CH2:10][C:9]2[CH:12]=[C:13]([NH2:16])[CH:14]=[CH:15][C:8]=2[CH2:7][CH2:6]1.Cl[C:18]1[N:23]=[C:22]([NH:24][C:25]2[C:34]([O:35][CH3:36])=[CH:33][CH:32]=[CH:31][C:26]=2[C:27]([NH:29][CH3:30])=[O:28])[C:21]([Cl:37])=[CH:20][N:19]=1, predict the reaction product. The product is: [Cl:37][C:21]1[C:22]([NH:24][C:25]2[C:34]([O:35][CH3:36])=[CH:33][CH:32]=[CH:31][C:26]=2[C:27]([NH:29][CH3:30])=[O:28])=[N:23][C:18]([NH:16][C:13]2[CH:14]=[CH:15][C:8]3[CH2:7][CH2:6][N:5]([CH2:4][CH2:3][O:2][CH3:1])[CH2:11][CH2:10][C:9]=3[CH:12]=2)=[N:19][CH:20]=1. (2) Given the reactants [CH3:1][C@H:2]([NH:11][C:12](=[O:19])[CH2:13][C:14](=[O:18])[CH2:15][CH2:16][CH3:17])[CH2:3][C:4]1([CH3:10])[O:9]CCCO1, predict the reaction product. The product is: [CH3:1][C@H:2]([NH:11][C:12](=[O:19])[CH2:13][C:14](=[O:18])[CH2:15][CH2:16][CH2:17][CH2:1][CH2:2][CH2:3][CH3:4])[CH2:3][C:4](=[O:9])[CH3:10]. (3) Given the reactants [C:1]([O:5][C:6]([N:8]1[CH2:14][CH2:13][CH2:12][C@@H:11](O)[C:10]2[CH:16]=[C:17]([CH2:24][CH3:25])[C:18]([C:20]([F:23])([F:22])[F:21])=[CH:19][C:9]1=2)=[O:7])([CH3:4])([CH3:3])[CH3:2].C1(P([N:40]=[N+:41]=[N-:42])(C2C=CC=CC=2)=O)C=CC=CC=1.C1CCN2C(=NCCC2)CC1, predict the reaction product. The product is: [C:1]([O:5][C:6]([N:8]1[CH2:14][CH2:13][CH2:12][C@H:11]([N:40]=[N+:41]=[N-:42])[C:10]2[CH:16]=[C:17]([CH2:24][CH3:25])[C:18]([C:20]([F:23])([F:22])[F:21])=[CH:19][C:9]1=2)=[O:7])([CH3:4])([CH3:3])[CH3:2]. (4) The product is: [NH:22]1[CH2:21][CH:20]([C:4]2[CH:5]=[CH:6][C:7]([N:8]([CH3:19])[C:9]3[N:14]=[CH:13][C:12]4[N:15]=[CH:16][N:17]([CH3:18])[C:11]=4[CH:10]=3)=[C:2]([F:1])[CH:3]=2)[CH2:23]1. Given the reactants [F:1][C:2]1[CH:3]=[C:4]([CH:20]2[CH2:23][N:22](C(OC(C)(C)C)=O)[CH2:21]2)[CH:5]=[CH:6][C:7]=1[N:8]([CH3:19])[C:9]1[N:14]=[CH:13][C:12]2[N:15]=[CH:16][N:17]([CH3:18])[C:11]=2[CH:10]=1.FC(F)(F)C(O)=O, predict the reaction product. (5) Given the reactants [C:1]([C:6]1[CH:11]=[C:10]([C:12]([CH2:15][CH3:16])([CH3:14])[CH3:13])[CH:9]=[CH:8][C:7]=1[OH:17])([CH2:4][CH3:5])([CH3:3])[CH3:2].Br[C:19]1[CH:28]=[CH:27][CH:26]=[CH:25][C:20]=1[C:21]([O:23][CH3:24])=[O:22], predict the reaction product. The product is: [C:1]([C:6]1[CH:11]=[C:10]([C:12]([CH2:15][CH3:16])([CH3:14])[CH3:13])[CH:9]=[CH:8][C:7]=1[O:17][C:19]1[CH:28]=[CH:27][CH:26]=[CH:25][C:20]=1[C:21]([O:23][CH3:24])=[O:22])([CH2:4][CH3:5])([CH3:3])[CH3:2]. (6) Given the reactants CC(OC(/N=N/C(OC(C)C)=O)=O)C.C1(P(C2C=CC=CC=2)C2C=CC=CC=2)C=CC=CC=1.[Br:34][C:35]1[CH:40]=[CH:39][C:38]([OH:41])=[C:37]([C:42]([F:45])([F:44])[F:43])[CH:36]=1.O[CH2:47][CH2:48][CH:49]1[CH2:54][CH2:53][N:52]([C:55]([O:57][C:58]([CH3:61])([CH3:60])[CH3:59])=[O:56])[CH2:51][CH2:50]1, predict the reaction product. The product is: [Br:34][C:35]1[CH:40]=[CH:39][C:38]([O:41][CH2:47][CH2:48][CH:49]2[CH2:50][CH2:51][N:52]([C:55]([O:57][C:58]([CH3:59])([CH3:61])[CH3:60])=[O:56])[CH2:53][CH2:54]2)=[C:37]([C:42]([F:43])([F:44])[F:45])[CH:36]=1. (7) Given the reactants [S:1]1[CH:5]=[CH:4][CH:3]=[C:2]1[N:6]1[CH:10]=[CH:9][CH:8]=[N:7]1.[Br:11][C:12]1[CH:13]=[CH:14][C:15]([Cl:20])=[C:16]([CH:19]=1)[CH:17]=O, predict the reaction product. The product is: [Br:11][C:12]1[CH:13]=[CH:14][C:15]([Cl:20])=[C:16]([CH2:17][C:5]2[S:1][C:2]([N:6]3[CH:10]=[CH:9][CH:8]=[N:7]3)=[CH:3][CH:4]=2)[CH:19]=1. (8) The product is: [OH:31][C@:29]1([CH3:32])[CH2:28][O:27][N:26]([C:24]([C:9]2[C:10]3[C:15](=[O:16])[N:14]([CH3:17])[C:13](=[O:18])[N:12]([CH:19]([CH3:44])[CH3:20])[C:11]=3[S:23][C:8]=2[CH2:7][C:6]2[CH:5]=[N:36][N:37]([C:38]3[CH:39]=[CH:40][CH:41]=[CH:42][CH:43]=3)[CH:2]=2)=[O:25])[CH2:30]1. Given the reactants C[C:2]1[C:6]([CH2:7][C:8]2[S:23][C:11]3[N:12]([CH2:19][CH:20](C)C)[C:13](=[O:18])[N:14]([CH3:17])[C:15](=[O:16])[C:10]=3[C:9]=2[C:24]([N:26]2[CH2:30][C@:29]([CH3:32])([OH:31])[CH2:28][O:27]2)=[O:25])=[C:5](C)NN=1.ON1[C:39]2[CH:40]=[CH:41][CH:42]=[CH:43][C:38]=2[N:37]=[N:36]1.[CH2:44](N(CC)CC)C.Cl.CN(C)CCCN=C=NCC, predict the reaction product. (9) Given the reactants C([Li])(CC)C.[F:6][C:7]1[C:8]([CH3:21])=[C:9]([NH:13][C:14](=[O:20])[O:15][C:16]([CH3:19])([CH3:18])[CH3:17])[CH:10]=[CH:11][CH:12]=1.CON(C)[C:25](=[O:27])[CH3:26].Cl, predict the reaction product. The product is: [F:6][C:7]1[C:8]([CH2:21][C:25](=[O:27])[CH3:26])=[C:9]([NH:13][C:14](=[O:20])[O:15][C:16]([CH3:17])([CH3:18])[CH3:19])[CH:10]=[CH:11][CH:12]=1.